From a dataset of NCI-60 drug combinations with 297,098 pairs across 59 cell lines. Regression. Given two drug SMILES strings and cell line genomic features, predict the synergy score measuring deviation from expected non-interaction effect. (1) Drug 1: CN1CCC(CC1)COC2=C(C=C3C(=C2)N=CN=C3NC4=C(C=C(C=C4)Br)F)OC. Synergy scores: CSS=31.3, Synergy_ZIP=-11.7, Synergy_Bliss=-3.11, Synergy_Loewe=-2.67, Synergy_HSA=-1.06. Drug 2: C1=CC(=CC=C1CCCC(=O)O)N(CCCl)CCCl. Cell line: TK-10. (2) Drug 1: CC1C(C(CC(O1)OC2CC(CC3=C2C(=C4C(=C3O)C(=O)C5=C(C4=O)C(=CC=C5)OC)O)(C(=O)C)O)N)O.Cl. Drug 2: C1=CC=C(C(=C1)C(C2=CC=C(C=C2)Cl)C(Cl)Cl)Cl. Cell line: SK-MEL-5. Synergy scores: CSS=17.3, Synergy_ZIP=-3.80, Synergy_Bliss=0.968, Synergy_Loewe=-2.59, Synergy_HSA=-2.57.